From a dataset of Reaction yield outcomes from USPTO patents with 853,638 reactions. Predict the reaction yield, written as a fraction of the theoretical maximum amount of product (1.0 means a 100% yield; for example, 0.34 means a 34% yield). (1) The reactants are [F:1][C:2]([F:20])([F:19])[O:3][C:4]1[CH:18]=[CH:17][C:7]([CH2:8][C:9]2[CH:14]=[CH:13][C:12]([CH2:15]O)=[CH:11][CH:10]=2)=[CH:6][CH:5]=1.P(Br)(Br)[Br:22].CCOC(C)=O. The catalyst is C(Cl)Cl. The product is [Br:22][CH2:15][C:12]1[CH:13]=[CH:14][C:9]([CH2:8][C:7]2[CH:17]=[CH:18][C:4]([O:3][C:2]([F:20])([F:19])[F:1])=[CH:5][CH:6]=2)=[CH:10][CH:11]=1. The yield is 0.640. (2) The reactants are [N+:1]([C:4]1[CH:5]=[C:6]([NH2:13])[C:7](=[CH:11][CH:12]=1)[C:8]([OH:10])=O)([O-:3])=[O:2].[CH:14]([NH2:16])=O. No catalyst specified. The product is [N+:1]([C:4]1[CH:5]=[C:6]2[C:7]([C:8](=[O:10])[NH:16][CH:14]=[N:13]2)=[CH:11][CH:12]=1)([O-:3])=[O:2]. The yield is 0.950. (3) The reactants are [CH3:1][NH:2][C:3]([C:5]1[C:13]2[C:8](=[CH:9][CH:10]=[C:11]([C:14]([O:16]C)=[O:15])[CH:12]=2)[NH:7][N:6]=1)=[O:4].O.[OH-].[Li+]. The catalyst is CO.O. The product is [CH3:1][NH:2][C:3]([C:5]1[C:13]2[C:8](=[CH:9][CH:10]=[C:11]([C:14]([OH:16])=[O:15])[CH:12]=2)[NH:7][N:6]=1)=[O:4]. The yield is 0.940.